This data is from Full USPTO retrosynthesis dataset with 1.9M reactions from patents (1976-2016). The task is: Predict the reactants needed to synthesize the given product. (1) Given the product [CH2:1]1[CH:9]2[N:4]([CH2:5][CH:6]=[C:7]([C:10]3[C:18]4[C:13](=[CH:14][CH:15]=[N:16][CH:17]=4)[N:12]([S:25]([C:19]4[CH:24]=[CH:23][CH:22]=[CH:21][CH:20]=4)(=[O:27])=[O:26])[CH:11]=3)[CH2:8]2)[CH2:3][CH2:2]1, predict the reactants needed to synthesize it. The reactants are: [CH2:1]1[CH:9]2[N:4]([CH2:5][CH:6]=[C:7]([C:10]3[C:18]4[C:13](=[CH:14][CH:15]=[N:16][CH:17]=4)[NH:12][CH:11]=3)[CH2:8]2)[CH2:3][CH2:2]1.[C:19]1([S:25](Cl)(=[O:27])=[O:26])[CH:24]=[CH:23][CH:22]=[CH:21][CH:20]=1.C[Si]([N-][Si](C)(C)C)(C)C.[Na+]. (2) The reactants are: Br[C:2]([F:9])([F:8])[C:3]([O:5][CH2:6][CH3:7])=[O:4].[N+:10]([C:13]1[CH:20]=[CH:19][CH:18]=[CH:17][C:14]=1[CH:15]=[O:16])([O-:12])=[O:11]. Given the product [CH2:6]([O:5][C:3](=[O:4])[C:2]([F:9])([F:8])[CH:15]([C:14]1[CH:17]=[CH:18][CH:19]=[CH:20][C:13]=1[N+:10]([O-:12])=[O:11])[OH:16])[CH3:7], predict the reactants needed to synthesize it. (3) The reactants are: [NH2:1][CH:2]1[CH2:11][CH2:10][CH2:9][CH:8]2[CH:3]1[NH:4][C:5](=[O:20])[C:6](=[O:19])[N:7]2[CH2:12][C:13]1[CH:18]=[CH:17][CH:16]=[CH:15][CH:14]=1.C([O-])(O)=O.[Na+].I[CH2:27][CH2:28][CH2:29][CH2:30]I. Given the product [CH2:12]([N:7]1[CH:8]2[CH:3]([CH:2]([N:1]3[CH2:30][CH2:29][CH2:28][CH2:27]3)[CH2:11][CH2:10][CH2:9]2)[NH:4][C:5](=[O:20])[C:6]1=[O:19])[C:13]1[CH:18]=[CH:17][CH:16]=[CH:15][CH:14]=1, predict the reactants needed to synthesize it. (4) Given the product [NH2:25][C@H:22]1[CH2:23][CH2:24][N:20]([C:3]2[CH:4]=[CH:5][C:6]3[CH2:12][N:11]([C:13]([O:15][C:16]([CH3:18])([CH3:19])[CH3:17])=[O:14])[CH2:10][CH2:9][CH2:8][C:7]=3[C:2]=2[F:1])[C:21]1=[O:36], predict the reactants needed to synthesize it. The reactants are: [F:1][C:2]1[C:7]2[CH2:8][CH2:9][CH2:10][N:11]([C:13]([O:15][C:16]([CH3:19])([CH3:18])[CH3:17])=[O:14])[CH2:12][C:6]=2[CH:5]=[CH:4][C:3]=1[N:20]1[CH2:24][CH2:23][C@H:22]([NH:25]C(OCC2C=CC=CC=2)=O)[C:21]1=[O:36].N[C@H]1CCN(C2C=CC3CN(C(OC(C)(C)C)=O)CCCC=3C=2)C1=O.